From a dataset of Reaction yield outcomes from USPTO patents with 853,638 reactions. Predict the reaction yield, written as a fraction of the theoretical maximum amount of product (1.0 means a 100% yield; for example, 0.34 means a 34% yield). (1) The reactants are [NH2:1][C:2]1[CH:7]=[CH:6][C:5]([CH2:8][C@H:9]([NH:15][C:16]([O:18][C:19]([CH3:22])([CH3:21])[CH3:20])=[O:17])[C:10]([O:12][CH2:13][CH3:14])=[O:11])=[CH:4][CH:3]=1.CC[N:25]([CH:29]([CH3:31])C)[CH:26]([CH3:28])C.CO.C(Cl)Cl. The catalyst is C(OCCO)C. The product is [C:19]([O:18][C:16]([NH:15][C@@H:9]([CH2:8][C:5]1[CH:4]=[CH:3][C:2]([NH:1][C:26]2[C:28]3[C:31](=[CH:29][N:25]=[CH:26][CH:28]=3)[CH:31]=[CH:29][N:25]=2)=[CH:7][CH:6]=1)[C:10]([O:12][CH2:13][CH3:14])=[O:11])=[O:17])([CH3:21])([CH3:20])[CH3:22]. The yield is 0.420. (2) The reactants are [H-].[Na+].[C:3]([O:7][C:8](=[O:37])[NH:9][C:10]([C:12]1[S:13][C:14]([S:35][CH3:36])=[C:15]([S:17]([C:20]2[CH:21]=[C:22]([C:26]3[C:31]([CH3:32])=[CH:30][CH:29]=[CH:28][C:27]=3[CH2:33][OH:34])[CH:23]=[CH:24][CH:25]=2)(=[O:19])=[O:18])[CH:16]=1)=[NH:11])([CH3:6])([CH3:5])[CH3:4].Br[CH2:39][CH2:40][C:41]([O:43][CH2:44][CH3:45])=[O:42]. The catalyst is CN(C=O)C. The product is [CH2:44]([O:43][C:41](=[O:42])[CH2:40][CH2:39][O:34][CH2:33][C:27]1[CH:28]=[CH:29][CH:30]=[C:31]([CH3:32])[C:26]=1[C:22]1[CH:23]=[CH:24][CH:25]=[C:20]([S:17]([C:15]2[CH:16]=[C:12]([C:10]([NH:9][C:8]([O:7][C:3]([CH3:5])([CH3:6])[CH3:4])=[O:37])=[NH:11])[S:13][C:14]=2[S:35][CH3:36])(=[O:19])=[O:18])[CH:21]=1)[CH3:45]. The yield is 0.250. (3) The reactants are [Br:1][C:2]1[CH:10]=[CH:9][C:5]([C:6](O)=[O:7])=[CH:4][C:3]=1[F:11].C(Cl)(=O)C(Cl)=O.Cl.[CH3:19][NH:20][O:21][CH3:22].C(N(CC)CC)C. The catalyst is ClCCl.CN(C=O)C. The product is [Br:1][C:2]1[CH:10]=[CH:9][C:5]([C:6]([N:20]([O:21][CH3:22])[CH3:19])=[O:7])=[CH:4][C:3]=1[F:11]. The yield is 0.959. (4) The reactants are [CH:1]1[C:10]2[C:5](=[CH:6][CH:7]=[CH:8][CH:9]=2)[CH:4]=[CH:3][C:2]=1B(O)O.[Br:14][C:15]1[CH:16]=[C:17](I)[CH:18]=[CH:19][CH:20]=1.C(=O)([O-])[O-].[Na+].[Na+]. The catalyst is C1C=CC([P]([Pd]([P](C2C=CC=CC=2)(C2C=CC=CC=2)C2C=CC=CC=2)([P](C2C=CC=CC=2)(C2C=CC=CC=2)C2C=CC=CC=2)[P](C2C=CC=CC=2)(C2C=CC=CC=2)C2C=CC=CC=2)(C2C=CC=CC=2)C2C=CC=CC=2)=CC=1.C1(C)C=CC=CC=1. The product is [Br:14][C:15]1[CH:20]=[C:19]([C:2]2[CH:3]=[CH:4][C:5]3[C:10](=[CH:9][CH:8]=[CH:7][CH:6]=3)[CH:1]=2)[CH:18]=[CH:17][CH:16]=1. The yield is 0.760. (5) The reactants are Cl[C:2]1[N:7]=[C:6]([NH:8][CH3:9])[C:5]([C:10]([F:13])([F:12])[F:11])=[CH:4][N:3]=1.[NH2:14][C:15]1[CH:20]=[CH:19][C:18]([C:21]([N:23]2[CH2:28][CH2:27][O:26][CH2:25][CH2:24]2)=[O:22])=[CH:17][C:16]=1[O:29][CH2:30][CH2:31][F:32].FC(F)(F)C(O)=O. The catalyst is COCCO. The product is [F:32][CH2:31][CH2:30][O:29][C:16]1[CH:17]=[C:18]([C:21]([N:23]2[CH2:24][CH2:25][O:26][CH2:27][CH2:28]2)=[O:22])[CH:19]=[CH:20][C:15]=1[NH:14][C:2]1[N:7]=[C:6]([NH:8][CH3:9])[C:5]([C:10]([F:13])([F:12])[F:11])=[CH:4][N:3]=1. The yield is 0.290. (6) The reactants are [CH2:1]=P(C1C=CC=CC=1)(C1C=CC=CC=1)C1C=CC=CC=1.[H-].[Na+].[C:23]([O:27][C:28]([N:30]1[CH2:34][C:33](=O)[CH2:32][C@H:31]1[C:36]([OH:38])=[O:37])=[O:29])([CH3:26])([CH3:25])[CH3:24].C([O-])(O)=O.[Na+]. The catalyst is [Br-].C[P+](C1C=CC=CC=1)(C1C=CC=CC=1)C1C=CC=CC=1.C1COCC1. The product is [C:23]([O:27][C:28]([N:30]1[CH2:34][C:33](=[CH2:1])[CH2:32][C@H:31]1[C:36]([OH:38])=[O:37])=[O:29])([CH3:26])([CH3:25])[CH3:24]. The yield is 0.720. (7) The reactants are Br[C:2]1[N:7]=[C:6]2[S:8][C:9]([NH:11][C:12]3[O:13][C@:14]4([CH2:22][N:23]=3)[CH:19]3[CH2:20][CH2:21][N:16]([CH2:17][CH2:18]3)[CH2:15]4)=[N:10][C:5]2=[N:4][CH:3]=1.Cl. The catalyst is CO. The product is [S:8]1[C:6]2=[N:7][CH:2]=[CH:3][N:4]=[C:5]2[N:10]=[C:9]1[NH:11][C:12]1[O:13][C@:14]2([CH2:22][N:23]=1)[CH:19]1[CH2:20][CH2:21][N:16]([CH2:17][CH2:18]1)[CH2:15]2. The yield is 0.675. (8) The reactants are [CH3:1][NH:2][CH2:3][CH2:4][CH2:5][CH2:6][C:7]([OH:9])=[O:8].[OH-].[Na+].[C:20](O[C:20]([O:22][C:23]([CH3:26])([CH3:25])[CH3:24])=[O:21])([O:22][C:23]([CH3:26])([CH3:25])[CH3:24])=[O:21].CCCCC. The catalyst is O1CCOCC1.O. The product is [C:23]([O:22][C:20]([N:2]([CH3:1])[CH2:3][CH2:4][CH2:5][CH2:6][C:7]([OH:9])=[O:8])=[O:21])([CH3:24])([CH3:25])[CH3:26]. The yield is 0.800. (9) The reactants are [F:1][C:2]1[CH:28]=[CH:27][C:5]([CH2:6][N:7]2[C:19](=[O:20])[C:18]3[C:17]([O:21][CH2:22][O:23][CH3:24])=[C:16]4[C:11]([CH:12]=[CH:13][CH:14]=[N:15]4)=[C:10]([OH:25])[C:9]=3[C:8]2=[O:26])=[CH:4][CH:3]=1.C(N(CC)C(C)C)(C)C.[F:38][C:39]([F:52])([F:51])[S:40](O[S:40]([C:39]([F:52])([F:51])[F:38])(=[O:42])=[O:41])(=[O:42])=[O:41]. The catalyst is ClCCl. The product is [F:1][C:2]1[CH:3]=[CH:4][C:5]([CH2:6][N:7]2[C:19](=[O:20])[C:18]3[C:17]([O:21][CH2:22][O:23][CH3:24])=[C:16]4[C:11]([CH:12]=[CH:13][CH:14]=[N:15]4)=[C:10]([O:25][S:40]([C:39]([F:52])([F:51])[F:38])(=[O:42])=[O:41])[C:9]=3[C:8]2=[O:26])=[CH:27][CH:28]=1. The yield is 0.330.